This data is from Reaction yield outcomes from USPTO patents with 853,638 reactions. The task is: Predict the reaction yield, written as a fraction of the theoretical maximum amount of product (1.0 means a 100% yield; for example, 0.34 means a 34% yield). The reactants are Cl[C:2](Cl)([O:4]C(=O)OC(Cl)(Cl)Cl)Cl.[NH2:13][CH2:14][CH:15]([OH:32])[CH2:16][N:17]1[C:29]2[CH:28]=[CH:27][C:26]([Br:30])=[CH:25][C:24]=2[C:23]2[C:18]1=[CH:19][CH:20]=[C:21]([Br:31])[CH:22]=2.CCN(CC)CC.C(Cl)Cl.CCOC(C)=O. The catalyst is C(Cl)Cl. The product is [Br:31][C:21]1[CH:20]=[CH:19][C:18]2[N:17]([CH2:16][CH:15]3[O:32][C:2](=[O:4])[NH:13][CH2:14]3)[C:29]3[C:24]([C:23]=2[CH:22]=1)=[CH:25][C:26]([Br:30])=[CH:27][CH:28]=3. The yield is 0.200.